This data is from Forward reaction prediction with 1.9M reactions from USPTO patents (1976-2016). The task is: Predict the product of the given reaction. (1) Given the reactants [CH:1]1([N:5]2[C:9]3=[N:10][CH:11]=[C:12]([OH:14])[CH:13]=[C:8]3[C:7]([C:15]#[N:16])=[CH:6]2)[CH2:4][CH2:3][CH2:2]1.[C:17](=O)([O-])[O-].[K+].[K+].CI.C(#N)C, predict the reaction product. The product is: [CH:1]1([N:5]2[C:9]3=[N:10][CH:11]=[C:12]([O:14][CH3:17])[CH:13]=[C:8]3[C:7]([C:15]#[N:16])=[CH:6]2)[CH2:2][CH2:3][CH2:4]1. (2) Given the reactants [CH:1]1([C:4]([N:6]2[CH2:10][CH2:9][C@@H:8]([CH2:11][NH:12][C:13]3[C:14]([NH2:23])=[CH:15][CH:16]=[CH:17][C:18]=3[C:19]([F:22])([F:21])[F:20])[CH2:7]2)=[O:5])[CH2:3][CH2:2]1.[NH:24]1[C:32]2[C:27](=[CH:28][C:29]([C:33]3[CH:40]=[CH:39][C:36]([CH:37]=O)=[CH:35][CH:34]=3)=[CH:30][CH:31]=2)[CH:26]=[CH:25]1, predict the reaction product. The product is: [CH:1]1([C:4]([N:6]2[CH2:10][CH2:9][C@@H:8]([CH2:11][N:12]3[C:13]4[C:18]([C:19]([F:20])([F:21])[F:22])=[CH:17][CH:16]=[CH:15][C:14]=4[N:23]=[C:37]3[C:36]3[CH:35]=[CH:34][C:33]([C:29]4[CH:28]=[C:27]5[C:32](=[CH:31][CH:30]=4)[NH:24][CH:25]=[CH:26]5)=[CH:40][CH:39]=3)[CH2:7]2)=[O:5])[CH2:3][CH2:2]1. (3) Given the reactants Cl[C:2]1[C:3]2[C:4](=[CH:18][N:19](CC3C=CC(OC)=CC=3)[N:20]=2)[N:5]=[C:6]([C:8]2[CH:13]=[CH:12][C:11]([O:14][CH3:15])=[C:10]([O:16][CH3:17])[CH:9]=2)[N:7]=1.[O:30]1[CH2:35][CH2:34][N:33]([C:36]2[CH:42]=[CH:41][C:39]([NH2:40])=[CH:38][CH:37]=2)[CH2:32][CH2:31]1.Cl, predict the reaction product. The product is: [CH3:17][O:16][C:10]1[CH:9]=[C:8]([C:6]2[N:7]=[C:2]([NH:40][C:39]3[CH:38]=[CH:37][C:36]([N:33]4[CH2:34][CH2:35][O:30][CH2:31][CH2:32]4)=[CH:42][CH:41]=3)[C:3]3[NH:20][N:19]=[CH:18][C:4]=3[N:5]=2)[CH:13]=[CH:12][C:11]=1[O:14][CH3:15]. (4) Given the reactants [CH2:1]([C:3]1[CH:8]=[CH:7][C:6]([CH:9]2[CH2:14][N:13]([C:15]([N:17]3[CH2:22][CH2:21][O:20][CH2:19][CH2:18]3)=[O:16])[CH2:12][CH:11]([C:23]([OH:25])=O)[CH2:10]2)=[CH:5][CH:4]=1)[CH3:2].[Cl:26][C:27]1[CH:32]=[CH:31][C:30]([C:33](=[NH:36])[NH:34]O)=[CH:29][CH:28]=1, predict the reaction product. The product is: [CH2:1]([C:3]1[CH:8]=[CH:7][C:6]([CH:9]2[CH2:10][CH:11]([C:23]3[O:25][N:36]=[C:33]([C:30]4[CH:31]=[CH:32][C:27]([Cl:26])=[CH:28][CH:29]=4)[N:34]=3)[CH2:12][N:13]([C:15]([N:17]3[CH2:22][CH2:21][O:20][CH2:19][CH2:18]3)=[O:16])[CH2:14]2)=[CH:5][CH:4]=1)[CH3:2]. (5) Given the reactants Cl[C:2]1[C:3]([N+:16]([O-])=O)=[CH:4][C:5]2[O:9][C:8]([C:10]3[S:11][CH:12]=[CH:13][N:14]=3)=[N:7][C:6]=2[CH:15]=1.[SH:19][C:20]1[CH:25]=[CH:24][C:23]([OH:26])=[CH:22][CH:21]=1.C(=O)([O-])[O-].[K+].[K+].[Sn](Cl)Cl, predict the reaction product. The product is: [NH2:16][C:3]1[C:2]([S:19][C:20]2[CH:25]=[CH:24][C:23]([OH:26])=[CH:22][CH:21]=2)=[CH:15][C:6]2[N:7]=[C:8]([C:10]3[S:11][CH:12]=[CH:13][N:14]=3)[O:9][C:5]=2[CH:4]=1.